Dataset: Peptide-MHC class I binding affinity with 185,985 pairs from IEDB/IMGT. Task: Regression. Given a peptide amino acid sequence and an MHC pseudo amino acid sequence, predict their binding affinity value. This is MHC class I binding data. (1) The peptide sequence is NYKFALWRVSA. The MHC is Patr-A0901 with pseudo-sequence Patr-A0901. The binding affinity (normalized) is 0.585. (2) The peptide sequence is SSNAKNSEW. The MHC is HLA-B57:01 with pseudo-sequence HLA-B57:01. The binding affinity (normalized) is 0.546. (3) The peptide sequence is AFPTSCHM. The MHC is HLA-B07:02 with pseudo-sequence HLA-B07:02. The binding affinity (normalized) is 0.0398. (4) The peptide sequence is VNGVVRLL. The MHC is H-2-Db with pseudo-sequence H-2-Db. The binding affinity (normalized) is 0. (5) The peptide sequence is FLIGVYQQY. The MHC is HLA-A02:03 with pseudo-sequence HLA-A02:03. The binding affinity (normalized) is 0.496. (6) The peptide sequence is RKAKIIRDY. The MHC is HLA-B08:01 with pseudo-sequence HLA-B08:01. The binding affinity (normalized) is 0. (7) The peptide sequence is SYSWTGALV. The MHC is Patr-A0701 with pseudo-sequence Patr-A0701. The binding affinity (normalized) is 0.618.